Dataset: Catalyst prediction with 721,799 reactions and 888 catalyst types from USPTO. Task: Predict which catalyst facilitates the given reaction. (1) Reactant: [C:1]1(=[O:8])[CH2:7][CH2:6][CH2:5][CH2:4][CH:3]=[CH:2]1.[C:9](=[O:16])([O:11][C:12]([CH3:15])([CH3:14])[CH3:13])[NH2:10].O.O.O.O.O.[N+]([O-])([O-])=O.[Bi+3].[N+]([O-])([O-])=O.[N+]([O-])([O-])=O.C(OCC)(=O)C. Product: [O:8]=[C:1]1[CH2:7][CH2:6][CH2:5][CH2:4][CH:3]([NH:10][C:9](=[O:16])[O:11][C:12]([CH3:15])([CH3:14])[CH3:13])[CH2:2]1. The catalyst class is: 34. (2) Reactant: [OH-].[K+].[C:3]([C:6]1[N:11]=[C:10]([C:12]2[CH:17]=[CH:16][C:15]([C:18]3[CH:23]=[C:22]([Cl:24])[C:21]([CH2:25][C:26]([O:28]C)=[O:27])=[CH:20][C:19]=3[Cl:30])=[CH:14][CH:13]=2)[C:9]([CH3:31])=[N:8][C:7]=1[CH3:32])(=[O:5])[NH2:4].Cl. Product: [C:3]([C:6]1[N:11]=[C:10]([C:12]2[CH:13]=[CH:14][C:15]([C:18]3[CH:23]=[C:22]([Cl:24])[C:21]([CH2:25][C:26]([OH:28])=[O:27])=[CH:20][C:19]=3[Cl:30])=[CH:16][CH:17]=2)[C:9]([CH3:31])=[N:8][C:7]=1[CH3:32])(=[O:5])[NH2:4]. The catalyst class is: 107. (3) Product: [CH3:22][O:21][C:17]1[CH:16]=[C:15]([C:12]2[CH:13]=[CH:14][C:9]([CH2:4][C:3]([OH:26])=[O:2])=[C:10]([N+:23]([O-:25])=[O:24])[CH:11]=2)[CH:20]=[CH:19][CH:18]=1. Reactant: C[O:2][C:3](=[O:26])[CH:4]([C:9]1[CH:14]=[CH:13][C:12]([C:15]2[CH:20]=[CH:19][CH:18]=[C:17]([O:21][CH3:22])[CH:16]=2)=[CH:11][C:10]=1[N+:23]([O-:25])=[O:24])C(OC)=O. The catalyst class is: 33. (4) Reactant: [NH2:1][C:2]1[CH:9]=[CH:8][C:7]([F:10])=[CH:6][C:3]=1[C:4]#[N:5].[S:11](Cl)(=[O:14])(=[O:13])[NH2:12]. The catalyst class is: 44. Product: [C:4]([C:3]1[CH:6]=[C:7]([F:10])[CH:8]=[CH:9][C:2]=1[NH:1][S:11]([NH2:12])(=[O:14])=[O:13])#[N:5]. (5) Reactant: [CH2:1]([O:3][C:4](=[O:15])[C:5]([C:7]1[CH:12]=[CH:11][C:10]([Cl:13])=[C:9]([Cl:14])[CH:8]=1)=O)[CH3:2].[CH:16]1([O:21][NH2:22])[CH2:20][CH2:19][CH2:18][CH2:17]1. Product: [CH2:1]([O:3][C:4](=[O:15])/[C:5](=[N:22]/[O:21][CH:16]1[CH2:20][CH2:19][CH2:18][CH2:17]1)/[C:7]1[CH:12]=[CH:11][C:10]([Cl:13])=[C:9]([Cl:14])[CH:8]=1)[CH3:2]. The catalyst class is: 8. (6) Reactant: [C:1]([C:9]1[CH:14]=[CH:13][CH:12]=[CH:11][C:10]=1[NH:15][C@@H:16]([CH2:21][C:22]1[CH:27]=[CH:26][C:25]([C:28]2[CH:32]=[C:31]([CH2:33][NH:34][CH2:35]C(OC(C)(C)C)=O)[S:30][CH:29]=2)=[CH:24][CH:23]=1)[C:17]([O:19][CH3:20])=[O:18])(=[O:8])[C:2]1[CH:7]=[CH:6][CH:5]=[CH:4][CH:3]=1.FC(F)(F)C(O)=O. Product: [C:1]([C:9]1[CH:14]=[CH:13][CH:12]=[CH:11][C:10]=1[NH:15][C@@H:16]([CH2:21][C:22]1[CH:27]=[CH:26][C:25]([C:28]2[CH:32]=[C:31]([CH2:33][NH:34][CH3:35])[S:30][CH:29]=2)=[CH:24][CH:23]=1)[C:17]([O:19][CH3:20])=[O:18])(=[O:8])[C:2]1[CH:7]=[CH:6][CH:5]=[CH:4][CH:3]=1. The catalyst class is: 4. (7) Reactant: [NH2:1][C@H:2]([C:8](O)=O)[CH2:3]CC(=O)O.[CH3:11][C:12]1C=CC(P(C2C=CC(C)=CC=2)CCP(C2C=CC(C)=CC=2)C2C=CC(C)=CC=2)=C[CH:13]=1.[CH:43]1C=CC2N(O)N=NC=2[CH:48]=1.C1CN([P+](ON2N=NC3C=CC=CC2=3)(N2CCCC2)N2CCCC2)CC1.F[P-](F)(F)(F)(F)F. Product: [CH3:43][CH2:48][N:1]([CH:2]([CH3:3])[CH3:8])[CH:12]([CH3:13])[CH3:11]. The catalyst class is: 3.